Dataset: Full USPTO retrosynthesis dataset with 1.9M reactions from patents (1976-2016). Task: Predict the reactants needed to synthesize the given product. (1) Given the product [CH2:1]([C:3]1[CH:4]=[C:5]([CH:6]=[CH:7][CH:8]=1)[O:9][C@@H:30]([CH3:35])[C:31]([O:33][CH3:34])=[O:32])[CH3:2], predict the reactants needed to synthesize it. The reactants are: [CH2:1]([C:3]1[CH:4]=[C:5]([OH:9])[CH:6]=[CH:7][CH:8]=1)[CH3:2].C1(P(C2C=CC=CC=2)C2C=CC=CC=2)C=CC=CC=1.O[C@H:30]([CH3:35])[C:31]([O:33][CH3:34])=[O:32].CC(OC(/N=N/C(OC(C)C)=O)=O)C. (2) Given the product [CH2:44]([O:46][C:47](=[O:55])[CH2:48][C:49]1[N:50]=[C:51]([C:28]2[CH:29]=[CH:30][C:25]([C:22]([C:19]3[CH:20]=[CH:21][C:16]([CH2:15][CH2:14][CH:9]([O:8][Si:5]([C:1]([CH3:4])([CH3:3])[CH3:2])([CH3:6])[CH3:7])[C:10]([CH3:13])([CH3:12])[CH3:11])=[C:17]([CH3:43])[CH:18]=3)([CH2:23][CH3:24])[CH2:41][CH3:42])=[CH:26][C:27]=2[CH3:40])[S:52][CH:53]=1)[CH3:45], predict the reactants needed to synthesize it. The reactants are: [C:1]([Si:5]([O:8][CH:9]([CH2:14][CH2:15][C:16]1[CH:21]=[CH:20][C:19]([C:22]([CH2:41][CH3:42])([C:25]2[CH:30]=[CH:29][C:28](B3OC(C)(C)C(C)(C)O3)=[C:27]([CH3:40])[CH:26]=2)[CH2:23][CH3:24])=[CH:18][C:17]=1[CH3:43])[C:10]([CH3:13])([CH3:12])[CH3:11])([CH3:7])[CH3:6])([CH3:4])([CH3:3])[CH3:2].[CH2:44]([O:46][C:47](=[O:55])[CH2:48][C:49]1[N:50]=[C:51](Br)[S:52][CH:53]=1)[CH3:45].P([O-])([O-])([O-])=O.[K+].[K+].[K+].